Dataset: Full USPTO retrosynthesis dataset with 1.9M reactions from patents (1976-2016). Task: Predict the reactants needed to synthesize the given product. (1) Given the product [Cl:7][C:8]1[CH:9]=[CH:10][CH:11]=[C:12]2[C:16]=1[N:15]([CH2:17][CH:18]1[CH2:23][CH2:22][CH2:21][CH2:20][CH2:19]1)[CH:14]=[C:13]2[C:24]([NH2:27])=[O:26], predict the reactants needed to synthesize it. The reactants are: C(Cl)(=O)C(Cl)=O.[Cl:7][C:8]1[CH:9]=[CH:10][CH:11]=[C:12]2[C:16]=1[N:15]([CH2:17][CH:18]1[CH2:23][CH2:22][CH2:21][CH2:20][CH2:19]1)[CH:14]=[C:13]2[C:24]([OH:26])=O.[NH3:27].C(=O)([O-])[O-].[K+].[K+]. (2) Given the product [OH:37][CH2:36][CH2:35][N:34]([CH3:33])[C:28](=[O:29])[CH2:27][S@:19](=[O:20])([C:21]1[CH:22]=[CH:23][CH:24]=[CH:25][CH:26]=1)=[N:18][C:16](=[O:17])[C:12]1[CH:11]=[C:10]([C:9]#[C:8][C:4]2[CH:5]=[CH:6][CH:7]=[C:2]([OH:1])[CH:3]=2)[CH:15]=[N:14][CH:13]=1, predict the reactants needed to synthesize it. The reactants are: [OH:1][C:2]1[CH:3]=[C:4]([C:8]#[C:9][C:10]2[CH:11]=[C:12]([C:16]([N:18]=[S@:19]([CH2:27][C:28](OCC)=[O:29])([C:21]3[CH:26]=[CH:25][CH:24]=[CH:23][CH:22]=3)=[O:20])=[O:17])[CH:13]=[N:14][CH:15]=2)[CH:5]=[CH:6][CH:7]=1.[CH3:33][NH:34][CH2:35][CH2:36][OH:37]. (3) Given the product [C:33]([O:32][C:30]([NH:37][CH2:38][C:39]([O:13][CH2:12]/[C:11](/[C:14]1[CH:15]=[CH:16][C:17]([S:20]([CH3:23])(=[O:22])=[O:21])=[CH:18][CH:19]=1)=[C:10](/[C:24]1[CH:25]=[CH:26][CH:27]=[CH:28][CH:29]=1)\[CH2:9][O:8][Si:1]([C:4]([CH3:7])([CH3:6])[CH3:5])([CH3:3])[CH3:2])=[O:40])=[O:31])([CH3:36])([CH3:35])[CH3:34], predict the reactants needed to synthesize it. The reactants are: [Si:1]([O:8][CH2:9]/[C:10](/[C:24]1[CH:29]=[CH:28][CH:27]=[CH:26][CH:25]=1)=[C:11](/[C:14]1[CH:19]=[CH:18][C:17]([S:20]([CH3:23])(=[O:22])=[O:21])=[CH:16][CH:15]=1)\[CH2:12][OH:13])([C:4]([CH3:7])([CH3:6])[CH3:5])([CH3:3])[CH3:2].[C:30]([NH:37][CH2:38][C:39](O)=[O:40])([O:32][C:33]([CH3:36])([CH3:35])[CH3:34])=[O:31].CCN=C=NCCCN(C)C.Cl.[Cl-].[NH4+]. (4) Given the product [P:1]([OH:3])([OH:8])([O:13][CH2:14][O:15][C:16]1[CH:21]=[CH:20][CH:19]=[C:18]([C:22]2[N:23]=[C:24]3[N:28]([C:29]=2[C:30]2[CH:35]=[CH:34][N:33]=[C:32]([NH:36][C@@H:37]4[CH2:42][CH2:41][CH2:40][N:39]([S:43]([C:46]5[CH:50]=[CH:49][N:48]([CH3:51])[N:47]=5)(=[O:44])=[O:45])[CH2:38]4)[N:31]=2)[CH:27]=[CH:26][O:25]3)[CH:17]=1)=[O:2], predict the reactants needed to synthesize it. The reactants are: [P:1]([O:13][CH2:14][O:15][C:16]1[CH:21]=[CH:20][CH:19]=[C:18]([C:22]2[N:23]=[C:24]3[N:28]([C:29]=2[C:30]2[CH:35]=[CH:34][N:33]=[C:32]([NH:36][C@@H:37]4[CH2:42][CH2:41][CH2:40][N:39]([S:43]([C:46]5[CH:50]=[CH:49][N:48]([CH3:51])[N:47]=5)(=[O:45])=[O:44])[CH2:38]4)[N:31]=2)[CH:27]=[CH:26][O:25]3)[CH:17]=1)([O:8]C(C)(C)C)([O:3]C(C)(C)C)=[O:2].O.